Dataset: Peptide-MHC class I binding affinity with 185,985 pairs from IEDB/IMGT. Task: Regression. Given a peptide amino acid sequence and an MHC pseudo amino acid sequence, predict their binding affinity value. This is MHC class I binding data. (1) The peptide sequence is KLWASQIY. The MHC is HLA-A33:01 with pseudo-sequence HLA-A33:01. The binding affinity (normalized) is 0. (2) The peptide sequence is SGPMNLHNL. The MHC is H-2-Db with pseudo-sequence H-2-Db. The binding affinity (normalized) is 0.903. (3) The peptide sequence is NAISSRVDR. The MHC is HLA-A31:01 with pseudo-sequence HLA-A31:01. The binding affinity (normalized) is 0.339. (4) The peptide sequence is TLFIGSHVV. The MHC is HLA-A33:01 with pseudo-sequence HLA-A33:01. The binding affinity (normalized) is 0.